Dataset: Reaction yield outcomes from USPTO patents with 853,638 reactions. Task: Predict the reaction yield, written as a fraction of the theoretical maximum amount of product (1.0 means a 100% yield; for example, 0.34 means a 34% yield). The reactants are Cl.[Cl:2][C:3]1[CH:8]=[CH:7][C:6]([CH:9]([NH:14][C:15]([C:17]2([NH:32]C(=O)OC(C)(C)C)[CH2:22][CH2:21][N:20]([C:23]3[C:24]4[CH:31]=[CH:30][NH:29][C:25]=4[N:26]=[CH:27][N:28]=3)[CH2:19][CH2:18]2)=[O:16])[CH2:10][CH2:11][NH:12][CH3:13])=[CH:5][CH:4]=1. The catalyst is C(Cl)Cl.CO. The product is [NH2:32][C:17]1([C:15]([NH:14][CH:9]([C:6]2[CH:5]=[CH:4][C:3]([Cl:2])=[CH:8][CH:7]=2)[CH2:10][CH2:11][NH:12][CH3:13])=[O:16])[CH2:18][CH2:19][N:20]([C:23]2[C:24]3[CH:31]=[CH:30][NH:29][C:25]=3[N:26]=[CH:27][N:28]=2)[CH2:21][CH2:22]1. The yield is 0.860.